Task: Predict the reactants needed to synthesize the given product.. Dataset: Full USPTO retrosynthesis dataset with 1.9M reactions from patents (1976-2016) Given the product [S:1]1[CH:5]=[CH:4][C:3]2[CH:6]=[C:7]([CH2:10][S:11]([CH2:14][C@@H:15]([N:27]([OH:30])[CH:28]=[O:29])[C:16]3[CH:17]=[CH:18][C:19]([C:22]([OH:24])=[O:23])=[CH:20][CH:21]=3)(=[O:13])=[O:12])[CH:8]=[CH:9][C:2]1=2, predict the reactants needed to synthesize it. The reactants are: [S:1]1[CH:5]=[CH:4][C:3]2[CH:6]=[C:7]([CH2:10][S:11]([CH2:14][C@@H:15]([N:27]([OH:30])[CH:28]=[O:29])[C:16]3[CH:21]=[CH:20][C:19]([C:22]([O:24]CC)=[O:23])=[CH:18][CH:17]=3)(=[O:13])=[O:12])[CH:8]=[CH:9][C:2]1=2.[S-2].[Na+].[Na+].